This data is from Peptide-MHC class I binding affinity with 185,985 pairs from IEDB/IMGT. The task is: Regression. Given a peptide amino acid sequence and an MHC pseudo amino acid sequence, predict their binding affinity value. This is MHC class I binding data. (1) The peptide sequence is GMFTDRSGSQ. The MHC is HLA-A03:01 with pseudo-sequence HLA-A03:01. The binding affinity (normalized) is 0. (2) The peptide sequence is LATLKDMWK. The MHC is HLA-B15:17 with pseudo-sequence HLA-B15:17. The binding affinity (normalized) is 0.0847.